From a dataset of Forward reaction prediction with 1.9M reactions from USPTO patents (1976-2016). Predict the product of the given reaction. The product is: [CH:31]1([S:10][C:7]2[CH:8]=[CH:9][C:4]([N+:1]([O-:3])=[O:2])=[CH:5][CH:6]=2)[CH2:35][CH2:34][CH2:33][CH2:32]1. Given the reactants [N+:1]([C:4]1[CH:9]=[CH:8][C:7]([SH:10])=[CH:6][CH:5]=1)([O-:3])=[O:2].C(=O)([O-])[O-].[K+].[K+].C(P(CCCC)CCCC)CCC.Br[CH:31]1[CH2:35][CH2:34][CH2:33][CH2:32]1, predict the reaction product.